This data is from Full USPTO retrosynthesis dataset with 1.9M reactions from patents (1976-2016). The task is: Predict the reactants needed to synthesize the given product. (1) Given the product [F:32][C:31]([F:33])([F:34])[C:28]1[CH:27]=[CH:26][C:25]([CH2:24][O:23][C:14]2[C:15]3[C:20](=[CH:19][CH:18]=[CH:17][CH:16]=3)[CH:21]=[CH:22][C:13]=2[C:11]([NH:10][C:5]2([C:3]([OH:4])=[O:2])[CH2:6][CH:7]=[CH:8][CH2:9]2)=[O:12])=[CH:30][CH:29]=1, predict the reactants needed to synthesize it. The reactants are: C[O:2][C:3]([C:5]1([NH:10][C:11]([C:13]2[CH:22]=[CH:21][C:20]3[C:15](=[CH:16][CH:17]=[CH:18][CH:19]=3)[C:14]=2[O:23][CH2:24][C:25]2[CH:30]=[CH:29][C:28]([C:31]([F:34])([F:33])[F:32])=[CH:27][CH:26]=2)=[O:12])[CH2:9][CH:8]=[CH:7][CH2:6]1)=[O:4]. (2) The reactants are: COC([C:5]1[N:6]=[C:7]([C:23]#[N:24])[C:8]2[C:13]([C:14]=1[OH:15])=[CH:12][CH:11]=[C:10]([O:16][C:17]1[CH:22]=[CH:21][CH:20]=[CH:19][CH:18]=1)[CH:9]=2)=O.[CH3:25][O-:26].[Na+].[CH3:28][OH:29].Cl.[CH3:31][OH:32]. Given the product [CH3:25][O:26][C:31](=[O:32])[C:13]([CH3:8])([CH3:12])[CH2:14][CH2:5][NH:6][C:28]([C:5]1[N:6]=[C:7]([C:23]#[N:24])[C:8]2[C:13]([C:14]=1[OH:15])=[CH:12][CH:11]=[C:10]([O:16][C:17]1[CH:22]=[CH:21][CH:20]=[CH:19][CH:18]=1)[CH:9]=2)=[O:29], predict the reactants needed to synthesize it.